This data is from Full USPTO retrosynthesis dataset with 1.9M reactions from patents (1976-2016). The task is: Predict the reactants needed to synthesize the given product. Given the product [F:17][C:14]1[CH:15]=[CH:16][C:11]([C:9]2[CH:10]=[C:4]3[CH:3]=[C:2]([C:25]4[CH:26]=[C:21]([C:18](=[O:20])[CH3:19])[CH:22]=[CH:23][CH:24]=4)[CH:7]=[CH:6][N:5]3[N:8]=2)=[CH:12][CH:13]=1, predict the reactants needed to synthesize it. The reactants are: Br[C:2]1[CH:7]=[CH:6][N:5]2[N:8]=[C:9]([C:11]3[CH:16]=[CH:15][C:14]([F:17])=[CH:13][CH:12]=3)[CH:10]=[C:4]2[CH:3]=1.[C:18]([C:21]1[CH:22]=[C:23](B(O)O)[CH:24]=[CH:25][CH:26]=1)(=[O:20])[CH3:19].C(=O)([O-])[O-].[Cs+].[Cs+].O1CCCC1.